This data is from Catalyst prediction with 721,799 reactions and 888 catalyst types from USPTO. The task is: Predict which catalyst facilitates the given reaction. Reactant: [CH2:1]([O:8][C:9]1[CH:14]=[CH:13][C:12]([C@@H:15]([O:18][Si:19]([C:22]([CH3:25])([CH3:24])[CH3:23])([CH3:21])[CH3:20])[CH2:16]Br)=[CH:11][C:10]=1[CH2:26][O:27][Si:28]([C:31]([CH3:34])([CH3:33])[CH3:32])([CH3:30])[CH3:29])[C:2]1[CH:7]=[CH:6][CH:5]=[CH:4][CH:3]=1.[NH2:35][C:36]([CH3:49])([CH3:48])[CH2:37][C:38]1[CH:39]=[C:40]([CH:45]=[CH:46][CH:47]=1)[C:41]([O:43][CH3:44])=[O:42]. Product: [CH2:1]([O:8][C:9]1[CH:14]=[CH:13][C:12]([C@@H:15]([O:18][Si:19]([C:22]([CH3:25])([CH3:24])[CH3:23])([CH3:21])[CH3:20])[CH2:16][NH:35][C:36]([CH3:49])([CH3:48])[CH2:37][C:38]2[CH:39]=[C:40]([CH:45]=[CH:46][CH:47]=2)[C:41]([O:43][CH3:44])=[O:42])=[CH:11][C:10]=1[CH2:26][O:27][Si:28]([C:31]([CH3:34])([CH3:33])[CH3:32])([CH3:30])[CH3:29])[C:2]1[CH:7]=[CH:6][CH:5]=[CH:4][CH:3]=1. The catalyst class is: 424.